Dataset: Reaction yield outcomes from USPTO patents with 853,638 reactions. Task: Predict the reaction yield, written as a fraction of the theoretical maximum amount of product (1.0 means a 100% yield; for example, 0.34 means a 34% yield). (1) The reactants are C(O)C.[CH3:4][N:5]([C:14]1[CH:15]=[C:16]([CH:22]=[CH:23][CH:24]=1)[C:17]([O:19]CC)=[O:18])[C:6]([O:8][CH2:9][C:10]([Cl:13])([Cl:12])[Cl:11])=[O:7].[OH-].[Na+].Cl. The catalyst is C(OCC)(=O)C. The product is [CH3:4][N:5]([C:14]1[CH:15]=[C:16]([CH:22]=[CH:23][CH:24]=1)[C:17]([OH:19])=[O:18])[C:6]([O:8][CH2:9][C:10]([Cl:11])([Cl:13])[Cl:12])=[O:7]. The yield is 0.980. (2) The product is [Cl:11][C:6]1[C:7]([CH2:8][CH2:9][OH:10])=[C:2]([NH:21][C@@H:22]2[C:30]3[C:25](=[CH:26][CH:27]=[CH:28][CH:29]=3)[CH2:24][CH2:23]2)[N:3]=[CH:4][N:5]=1. The reactants are Cl[C:2]1[C:7]([CH2:8][CH2:9][OH:10])=[C:6]([Cl:11])[N:5]=[CH:4][N:3]=1.C(N(CC)C(C)C)(C)C.[NH2:21][C@@H:22]1[C:30]2[C:25](=[CH:26][CH:27]=[CH:28][CH:29]=2)[CH2:24][CH2:23]1. The yield is 0.980. The catalyst is C(O)CCC. (3) The reactants are I[C:2]1[CH:3]=[CH:4][C:5]2[N:6]([CH:8]=[C:9]([NH:11][C:12]([CH:14]3[CH2:16][CH2:15]3)=[O:13])[N:10]=2)[N:7]=1.[NH2:17][C:18]1[CH:19]=[CH:20][C:21]([Br:25])=[C:22]([OH:24])[CH:23]=1.C(=O)([O-])[O-].[K+].[K+]. The catalyst is CN(C)C=O.O. The product is [NH2:17][C:18]1[CH:19]=[CH:20][C:21]([Br:25])=[C:22]([CH:23]=1)[O:24][C:2]1[CH:3]=[CH:4][C:5]2[N:6]([CH:8]=[C:9]([NH:11][C:12]([CH:14]3[CH2:16][CH2:15]3)=[O:13])[N:10]=2)[N:7]=1. The yield is 0.310. (4) The reactants are [Br:1][C:2]1[CH:7]=[C:6]([Cl:8])[N:5]=[N:4][C:3]=1[NH2:9].Br[CH2:11][C:12]([C:14]1[CH:19]=[CH:18][CH:17]=[CH:16][C:15]=1[C:20]([F:23])([F:22])[F:21])=O. The catalyst is CC#N. The product is [Br:1][C:2]1[C:3]2[N:4]([CH:11]=[C:12]([C:14]3[CH:19]=[CH:18][CH:17]=[CH:16][C:15]=3[C:20]([F:21])([F:22])[F:23])[N:9]=2)[N:5]=[C:6]([Cl:8])[CH:7]=1. The yield is 0.498. (5) The yield is 0.530. The catalyst is ClCCl. The product is [Cl:8][C:18]1[N:17]([C:11]2[CH:16]=[CH:15][CH:14]=[CH:13][CH:12]=2)[C:21]2=[N:22][CH:23]=[CH:24][CH:25]=[C:20]2[C:19]=1[CH:3]=[O:4]. The reactants are CN(C)[CH:3]=[O:4].P(Cl)(Cl)([Cl:8])=O.[C:11]1([N:17]2[C:21]3=[N:22][CH:23]=[CH:24][CH:25]=[C:20]3[CH2:19][C:18]2=O)[CH:16]=[CH:15][CH:14]=[CH:13][CH:12]=1.N1C=CC=CC=1. (6) The reactants are [NH2:1][C:2]1[CH:7]=[CH:6][CH:5]=[C:4]([C:8]([CH:10]2[CH2:15][CH2:14][N:13]([CH3:16])[CH2:12][CH2:11]2)=[O:9])[N:3]=1.[Cl:17][C:18]1[CH:26]=[CH:25][CH:24]=[CH:23][C:19]=1[C:20](Cl)=[O:21]. The catalyst is O1CCOCC1.CO. The product is [Cl:17][C:18]1[CH:26]=[CH:25][CH:24]=[CH:23][C:19]=1[C:20]([NH:1][C:2]1[CH:7]=[CH:6][CH:5]=[C:4]([C:8]([CH:10]2[CH2:15][CH2:14][N:13]([CH3:16])[CH2:12][CH2:11]2)=[O:9])[N:3]=1)=[O:21]. The yield is 0.840. (7) The reactants are [F:1][C:2]([F:7])([F:6])[C:3]([OH:5])=[O:4].[NH:8]1[CH:12]=[C:11]([CH:13]=[CH:14][CH2:15][CH2:16][CH2:17][C:18]([OH:20])=[O:19])[N:10]=[CH:9]1. The catalyst is [Pd].C(O)(=O)C. The product is [F:1][C:2]([F:7])([F:6])[C:3]([OH:5])=[O:4].[NH:8]1[CH:12]=[C:11]([CH2:13][CH2:14][CH2:15][CH2:16][CH2:17][C:18]([OH:20])=[O:19])[N:10]=[CH:9]1. The yield is 0.800. (8) The reactants are [CH3:1][C:2]1[N:6]([CH2:7][CH2:8][CH3:9])[C:5]2[CH:10]=[CH:11][C:12]([C:14]([OH:16])=O)=[CH:13][C:4]=2[N:3]=1.S(Cl)(Cl)=O.[NH2:21][C:22]1[CH:27]=[CH:26][CH:25]=[CH:24][C:23]=1O.C([N:31](CC)CC)C.CS(O)(=O)=O.C(=O)([O-])O.[Na+].[OH-].[Na+].Cl. The catalyst is O1CCCC1.C(OCC)C.[Fe].C(Cl)(Cl)Cl.C(O)C.C(O)(=O)C.O. The product is [NH2:21][C:22]1[CH:27]=[CH:26][C:25]2[O:16][C:14]([C:12]3[CH:11]=[CH:10][C:5]4[N:6]([CH2:7][CH2:8][CH3:9])[C:2]([CH3:1])=[N:3][C:4]=4[CH:13]=3)=[N:31][C:24]=2[CH:23]=1. The yield is 0.250.